From a dataset of Forward reaction prediction with 1.9M reactions from USPTO patents (1976-2016). Predict the product of the given reaction. (1) Given the reactants Br[C:2]1[CH:14]=[CH:13][C:12]2[C:11]3[C:6](=[CH:7][CH:8]=[CH:9][CH:10]=3)[N:5]([CH:15]3[CH2:20][CH2:19][CH2:18][CH2:17][O:16]3)[C:4]=2[CH:3]=1.[NH:21]1[CH:25]=[CH:24][CH:23]=[N:22]1.C(=O)([O-])[O-].[K+].[K+].N1CCC[C@H]1C(O)=O, predict the reaction product. The product is: [N:21]1([C:2]2[CH:14]=[CH:13][C:12]3[C:11]4[C:6](=[CH:7][CH:8]=[CH:9][CH:10]=4)[N:5]([CH:15]4[CH2:20][CH2:19][CH2:18][CH2:17][O:16]4)[C:4]=3[CH:3]=2)[CH:25]=[CH:24][CH:23]=[N:22]1. (2) Given the reactants [CH3:1][O:2][C:3]1[CH:8]=[C:7]([CH3:9])[CH:6]=[CH:5][N:4]=1.[Li]CCCC.[CH2:15]=[O:16], predict the reaction product. The product is: [OH:16][CH2:15][CH2:9][C:7]1[CH:6]=[CH:5][N:4]=[C:3]([O:2][CH3:1])[CH:8]=1. (3) Given the reactants O[CH2:2][CH2:3][N:4]([C:8]1[CH:13]=[CH:12][C:11]([F:14])=[CH:10][CH:9]=1)[CH2:5]CO.S(Cl)([Cl:17])=O.C(=O)([O-])O.[Na+].[CH2:24]([Cl:26])Cl, predict the reaction product. The product is: [Cl:17][CH2:2][CH2:3][N:4]([C:8]1[CH:13]=[CH:12][C:11]([F:14])=[CH:10][CH:9]=1)[CH2:5][CH2:24][Cl:26]. (4) Given the reactants COC1C=C2C(=C(N3CCNCC3)C=1)N=C(C)C=C2.C([N:27]1[CH2:32][CH2:31][N:30]([C:33]2[CH:34]=[C:35]([O:44][CH3:45])[CH:36]=[C:37]3[C:42]=2[N:41]=[CH:40][C:39]([CH3:43])=[CH:38]3)[CH2:29][CH2:28]1)C1C=CC=CC=1.C(N1CCN(C2C=C(OC)C=C3C=2N=C(C)C=C3)CC1)C1C=CC=CC=1, predict the reaction product. The product is: [CH3:45][O:44][C:35]1[CH:36]=[C:37]2[C:42](=[C:33]([N:30]3[CH2:31][CH2:32][NH:27][CH2:28][CH2:29]3)[CH:34]=1)[N:41]=[CH:40][C:39]([CH3:43])=[CH:38]2.